Regression/Classification. Given a drug SMILES string, predict its toxicity properties. Task type varies by dataset: regression for continuous values (e.g., LD50, hERG inhibition percentage) or binary classification for toxic/non-toxic outcomes (e.g., AMES mutagenicity, cardiotoxicity, hepatotoxicity). Dataset: herg_karim. From a dataset of hERG potassium channel inhibition data for cardiac toxicity prediction from Karim et al.. (1) The drug is Cc1ncccc1N1C[C@]2(CC[C@@H](c3nc4cc(OC(F)(F)F)ccc4[nH]3)CC2)OC1=O. The result is 0 (non-blocker). (2) The drug is CCc1c(C)[nH]c2c1/C(=N/NC(=O)Nc1ccccc1)CCC2. The result is 0 (non-blocker).